Dataset: Reaction yield outcomes from USPTO patents with 853,638 reactions. Task: Predict the reaction yield, written as a fraction of the theoretical maximum amount of product (1.0 means a 100% yield; for example, 0.34 means a 34% yield). (1) The reactants are [C:1]([C:4]1[C:22](=[O:23])[C@@:8]2([CH3:24])[C:9]3[C:15]([OH:16])=[CH:14][C:13]([O:17][CH3:18])=[C:12]([C:19]([NH2:21])=[O:20])[C:10]=3[O:11][C:7]2=[CH:6][C:5]=1[OH:25])(=[O:3])[CH3:2].[CH2:26]([C:28]1[CH:37]=[CH:36][C:35]2[C:30](=[CH:31][C:32]([F:39])=[C:33]([F:38])[CH:34]=2)[C:29]=1[CH:40]=O)[CH3:27].C([SiH](CC)CC)C.FC(F)(F)C(O)=O. The catalyst is C(#N)C. The product is [C:1]([C:4]1[C:22](=[O:23])[C@@:8]2([CH3:24])[C:9]3[C:15]([OH:16])=[CH:14][C:13]([O:17][CH3:18])=[C:12]([C:19]([NH:21][CH2:40][C:29]4[C:30]5[C:35](=[CH:34][C:33]([F:38])=[C:32]([F:39])[CH:31]=5)[CH:36]=[CH:37][C:28]=4[CH2:26][CH3:27])=[O:20])[C:10]=3[O:11][C:7]2=[CH:6][C:5]=1[OH:25])(=[O:3])[CH3:2]. The yield is 0.770. (2) The reactants are C(O[C:4](=[O:34])[CH2:5][C:6]1[CH:11]=[CH:10][C:9]([NH:12][C:13]2[CH:18]=[C:17]([C:19]3[N:20](C(OC(C)(C)C)=O)[CH:21]=[CH:22][CH:23]=3)[N:16]=[C:15]3[CH2:31][CH2:32][CH2:33][C:14]=23)=[CH:8][CH:7]=1)C.[NH3:35]. The catalyst is CO. The product is [NH:20]1[CH:21]=[CH:22][CH:23]=[C:19]1[C:17]1[N:16]=[C:15]2[CH2:31][CH2:32][CH2:33][C:14]2=[C:13]([NH:12][C:9]2[CH:8]=[CH:7][C:6]([CH2:5][C:4]([NH2:35])=[O:34])=[CH:11][CH:10]=2)[CH:18]=1. The yield is 0.380. (3) The catalyst is CN(C=O)C. The product is [Br:1][C:2]1[CH:3]=[CH:7][C:8]([C:11]([O:14][CH2:18][C:19]([CH:21]2[CH2:23][CH2:22]2)=[O:20])=[O:12])=[CH:9][CH:10]=1. The reactants are [Br:1][C:2]1[CH:10]=[CH:9][CH:8]=[CH:7][C:3]=1C(O)=O.[C:11]([O-:14])([O-])=[O:12].[Na+].[Na+].Br[CH2:18][C:19]([CH:21]1[CH2:23][CH2:22]1)=[O:20].O. The yield is 0.610. (4) The reactants are C([O:3][C:4](=[O:14])[C:5]1[C:10]([CH3:11])=[CH:9][CH:8]=[CH:7][C:6]=1[O:12][CH3:13])C.[OH-].[Na+]. The catalyst is C(O)C. The product is [CH3:13][O:12][C:6]1[CH:7]=[CH:8][CH:9]=[C:10]([CH3:11])[C:5]=1[C:4]([OH:14])=[O:3]. The yield is 0.700. (5) The reactants are [Cl-].[CH3:2][O:3][C:4]([C:6]1[CH:11]=[CH:10][C:9]([CH2:12][CH2:13][NH3+:14])=[CH:8][CH:7]=1)=[O:5].Cl[C:16]([O:18][CH2:19][C:20]1[CH:25]=[CH:24][CH:23]=[CH:22][CH:21]=1)=[O:17].C(=O)(O)[O-].[Na+].C(OCC)(=O)C. The catalyst is O1CCCC1.O. The product is [CH2:19]([O:18][C:16]([NH:14][CH2:13][CH2:12][C:9]1[CH:10]=[CH:11][C:6]([C:4]([O:3][CH3:2])=[O:5])=[CH:7][CH:8]=1)=[O:17])[C:20]1[CH:25]=[CH:24][CH:23]=[CH:22][CH:21]=1. The yield is 0.770. (6) The yield is 0.0400. The product is [CH3:1][CH:2]1[CH2:7][CH2:6][N:5]([C:8]2[C:9]([NH:21][C:31]([C:29]3[O:30][C:26]([C:24]#[N:25])=[CH:27][CH:28]=3)=[O:32])=[N:10][CH:11]=[C:12]([N:14]3[CH2:19][CH2:18][N:17]([CH3:20])[CH2:16][CH2:15]3)[CH:13]=2)[CH2:4][CH2:3]1. The catalyst is CN(C=O)C. The reactants are [CH3:1][CH:2]1[CH2:7][CH2:6][N:5]([C:8]2[C:9]([N+:21]([O-])=O)=[N:10][CH:11]=[C:12]([N:14]3[CH2:19][CH2:18][N:17]([CH3:20])[CH2:16][CH2:15]3)[CH:13]=2)[CH2:4][CH2:3]1.[C:24]([C:26]1[O:30][C:29]([C:31](Cl)=[O:32])=[CH:28][CH:27]=1)#[N:25].C(C1OC(C(O)=O)=CC=1)#N. (7) The reactants are [N:1]1[CH:6]=[CH:5][CH:4]=[CH:3][C:2]=1[CH2:7][CH2:8][NH2:9].[CH2:10]([O:12][C:13]1[CH:18]=[CH:17][C:16]([N:19]=[C:20]=[O:21])=[CH:15][CH:14]=1)[CH3:11]. No catalyst specified. The product is [CH2:10]([O:12][C:13]1[CH:18]=[CH:17][C:16]([NH:19][C:20]([NH:9][CH2:8][CH2:7][C:2]2[CH:3]=[CH:4][CH:5]=[CH:6][N:1]=2)=[O:21])=[CH:15][CH:14]=1)[CH3:11]. The yield is 0.950.